This data is from Reaction yield outcomes from USPTO patents with 853,638 reactions. The task is: Predict the reaction yield, written as a fraction of the theoretical maximum amount of product (1.0 means a 100% yield; for example, 0.34 means a 34% yield). The reactants are [C:1]([C:3]1[CH:4]=[C:5]([NH2:9])[CH:6]=[N:7][CH:8]=1)#[CH:2]. The catalyst is CO.[Pd]. The product is [CH2:1]([C:3]1[CH:4]=[C:5]([NH2:9])[CH:6]=[N:7][CH:8]=1)[CH3:2]. The yield is 0.560.